Task: Predict the reaction yield, written as a fraction of the theoretical maximum amount of product (1.0 means a 100% yield; for example, 0.34 means a 34% yield).. Dataset: Reaction yield outcomes from USPTO patents with 853,638 reactions The reactants are [Br:1][C:2]1[CH:3]=[C:4]([C:8]([NH2:10])=O)[S:5][C:6]=1[Br:7].CN(C=O)C.N1C(Cl)=NC(Cl)=NC=1Cl. The catalyst is O. The product is [Br:1][C:2]1[CH:3]=[C:4]([C:8]#[N:10])[S:5][C:6]=1[Br:7]. The yield is 0.920.